From a dataset of Full USPTO retrosynthesis dataset with 1.9M reactions from patents (1976-2016). Predict the reactants needed to synthesize the given product. (1) Given the product [C:1]([C:3]1[CH:4]=[C:5]([C:13]2[S:14][C:15]([C:18]3[CH:23]=[CH:22][C:21]([O:24][CH2:25][CH2:26][CH2:27][C:28]([OH:30])=[O:29])=[CH:20][C:19]=3[CH2:33][CH3:34])=[CH:16][N:17]=2)[CH:6]=[CH:7][C:8]=1[O:9][CH:10]([CH3:12])[CH3:11])#[N:2], predict the reactants needed to synthesize it. The reactants are: [C:1]([C:3]1[CH:4]=[C:5]([C:13]2[S:14][C:15]([C:18]3[CH:23]=[CH:22][C:21]([O:24][CH2:25][CH2:26][CH2:27][C:28]([O:30]CC)=[O:29])=[CH:20][C:19]=3[CH2:33][CH3:34])=[CH:16][N:17]=2)[CH:6]=[CH:7][C:8]=1[O:9][CH:10]([CH3:12])[CH3:11])#[N:2].[OH-].[Na+].CC(O)=O. (2) Given the product [Br:8][C:9]1[CH:14]=[CH:13][C:12]([I:15])=[CH:11][C:10]=1[CH2:16][O:7][C:1]1[CH:6]=[CH:5][CH:4]=[CH:3][CH:2]=1, predict the reactants needed to synthesize it. The reactants are: [C:1]1([OH:7])[CH:6]=[CH:5][CH:4]=[CH:3][CH:2]=1.[Br:8][C:9]1[CH:14]=[CH:13][C:12]([I:15])=[CH:11][C:10]=1[CH2:16]Cl.[Na+].[I-].O. (3) Given the product [Cl:1][C:2]1[CH:7]=[C:6]([C:8]([F:18])([CH3:10])[CH3:9])[CH:5]=[CH:4][N:3]=1, predict the reactants needed to synthesize it. The reactants are: [Cl:1][C:2]1[CH:7]=[C:6]([C:8](O)([CH3:10])[CH3:9])[CH:5]=[CH:4][N:3]=1.C(N(S(F)(F)[F:18])CC)C.C([O-])(O)=O.[Na+]. (4) Given the product [F:1][C:2]1[CH:3]=[C:4]([CH:41]=[CH:42][CH:43]=1)[CH2:5][N:6]1[CH:10]=[C:9]([C:11]2[C:19]3[C:14](=[N:15][CH:16]=[C:17]([C:20]4[CH:25]=[N:24][C:23]([N:26]5[CH2:27][CH2:28][NH:29][CH2:30][CH2:31]5)=[C:22]([O:39][CH3:40])[CH:21]=4)[CH:18]=3)[NH:13][CH:12]=2)[CH:8]=[N:7]1, predict the reactants needed to synthesize it. The reactants are: [F:1][C:2]1[CH:3]=[C:4]([CH:41]=[CH:42][CH:43]=1)[CH2:5][N:6]1[CH:10]=[C:9]([C:11]2[C:19]3[C:14](=[N:15][CH:16]=[C:17]([C:20]4[CH:21]=[C:22]([O:39][CH3:40])[C:23]([N:26]5[CH2:31][CH2:30][N:29](C(OC(C)(C)C)=O)[CH2:28][CH2:27]5)=[N:24][CH:25]=4)[CH:18]=3)[NH:13][CH:12]=2)[CH:8]=[N:7]1. (5) Given the product [Cl:1][C:2]1[CH:3]=[CH:4][C:5]([C:8]([F:9])([F:10])[F:11])=[CH:6][C:7]=1[C:31]([OH:33])=[O:32], predict the reactants needed to synthesize it. The reactants are: [Cl:1][C:2]1[CH:7]=[CH:6][C:5]([C:8]([F:11])([F:10])[F:9])=[CH:4][CH:3]=1.CN(C)CCN(C)C.C([Li])CCC.CCCCCC.[C:31](=[O:33])=[O:32]. (6) Given the product [C:1]([O:5][C:6]([N:8]1[CH2:13][CH2:12][C:11]2([CH2:18][CH:17]([OH:19])[C:16]3[CH:20]=[C:21]([OH:24])[CH:22]=[CH:23][C:15]=3[O:14]2)[CH2:10][CH2:9]1)=[O:7])([CH3:4])([CH3:2])[CH3:3], predict the reactants needed to synthesize it. The reactants are: [C:1]([O:5][C:6]([N:8]1[CH2:13][CH2:12][C:11]2([CH2:18][C:17](=[O:19])[C:16]3[CH:20]=[C:21]([OH:24])[CH:22]=[CH:23][C:15]=3[O:14]2)[CH2:10][CH2:9]1)=[O:7])([CH3:4])([CH3:3])[CH3:2].[BH4-].[Na+].